Task: Predict the reactants needed to synthesize the given product.. Dataset: Full USPTO retrosynthesis dataset with 1.9M reactions from patents (1976-2016) Given the product [ClH:34].[CH3:31][O:30][CH2:29][C:10]1[CH:9]=[C:8]([C:6]2[N:7]=[C:2]([NH2:1])[N:3]=[C:4]([NH:32][CH3:33])[CH:5]=2)[CH:28]=[CH:27][C:11]=1[O:12][CH2:13][CH:14]1[CH2:19][CH2:18][NH:17][CH2:16][CH2:15]1, predict the reactants needed to synthesize it. The reactants are: [NH2:1][C:2]1[N:7]=[C:6]([C:8]2[CH:28]=[CH:27][C:11]([O:12][CH2:13][CH:14]3[CH2:19][CH2:18][N:17](C(OC(C)(C)C)=O)[CH2:16][CH2:15]3)=[C:10]([CH2:29][O:30][CH3:31])[CH:9]=2)[CH:5]=[C:4]([NH:32][CH3:33])[N:3]=1.[ClH:34].